Predict the reactants needed to synthesize the given product. From a dataset of Full USPTO retrosynthesis dataset with 1.9M reactions from patents (1976-2016). (1) Given the product [CH2:27]([O:26][C:13]1[C:12]([CH2:10][OH:9])=[CH:16][N:15]([CH2:17][O:18][CH2:19][C:20]2[CH:25]=[CH:24][CH:23]=[CH:22][CH:21]=2)[N:14]=1)[C:28]1[CH:29]=[CH:30][CH:31]=[CH:32][CH:33]=1, predict the reactants needed to synthesize it. The reactants are: [H-].[Al+3].[Li+].[H-].[H-].[H-].C([O:9][C:10]([C:12]1[C:13]([O:26][CH2:27][C:28]2[CH:33]=[CH:32][CH:31]=[CH:30][CH:29]=2)=[N:14][N:15]([CH2:17][O:18][CH2:19][C:20]2[CH:25]=[CH:24][CH:23]=[CH:22][CH:21]=2)[CH:16]=1)=O)C.O. (2) Given the product [F:1][C:2]1[C:9]([F:10])=[CH:8][CH:7]=[C:6]([O:11][CH3:12])[C:3]=1[C:4]([OH:13])=[O:5], predict the reactants needed to synthesize it. The reactants are: [F:1][C:2]1[C:9]([F:10])=[CH:8][CH:7]=[C:6]([O:11][CH3:12])[C:3]=1[CH:4]=[O:5].[OH:13]O.Cl. (3) Given the product [CH3:12][O:13][C@H:14]1[CH2:18][CH2:17][N:16]([CH2:10][C:7]2[CH:6]=[CH:5][C:4]([N+:1]([O-:3])=[O:2])=[CH:9][N:8]=2)[CH2:15]1, predict the reactants needed to synthesize it. The reactants are: [N+:1]([C:4]1[CH:5]=[CH:6][C:7]([CH:10]=O)=[N:8][CH:9]=1)([O-:3])=[O:2].[CH3:12][O:13][C@H:14]1[CH2:18][CH2:17][N:16](CC2N=CC(N)=CC=2)[CH2:15]1.CO[C@H]1CCNC1.C(O)(=O)C.C(O[BH-](OC(=O)C)OC(=O)C)(=O)C.[Na+].C([O-])(O)=O.[Na+]. (4) Given the product [NH2:8][C@@H:9]1[CH2:14][CH2:13][C@H:12]([C:15]([OH:18])([CH3:16])[CH3:17])[CH2:11][CH2:10]1, predict the reactants needed to synthesize it. The reactants are: C([N:8](CC1C=CC=CC=1)[C@@H:9]1[CH2:14][CH2:13][C@H:12]([C:15]([OH:18])([CH3:17])[CH3:16])[CH2:11][CH2:10]1)C1C=CC=CC=1. (5) Given the product [CH2:1]([O:3][CH:4]([O:23][CH2:24][CH3:25])[C:5]1([OH:6])[O:15][C:12]([CH3:14])([CH3:13])[C:11]2[S:10][C:9](=[S:22])[S:8][C:7]1=2)[CH3:2], predict the reactants needed to synthesize it. The reactants are: [CH2:1]([O:3][CH:4]([O:23][CH2:24][CH3:25])[C:5]([C:7]1[S:8][C:9](=[S:22])[S:10][C:11]=1[C:12]([O:15]C1CCCCO1)([CH3:14])[CH3:13])=[O:6])[CH3:2]. (6) Given the product [CH3:1][N:2]1[CH2:3][CH:4]2[N:5]([C:6]3[N:19]=[CH:18][CH:17]=[CH:16][C:7]=3[CH2:8][C:9]3[CH:14]=[CH:13][CH:12]=[CH:11][C:10]=32)[CH2:20][CH2:21]1, predict the reactants needed to synthesize it. The reactants are: [CH3:1][N:2]1[CH2:21][CH2:20][N:5]2[C:6]3[N:19]=[CH:18][CH:17]=[CH:16][C:7]=3[CH:8](O)[C:9]3[CH:14]=[CH:13][CH:12]=[CH:11][C:10]=3[CH:4]2[CH2:3]1.[BH4-].[Na+].O.[OH-].[Na+]. (7) Given the product [CH:20]1([C:4]2[CH:11]=[CH:10][CH:9]=[C:6]([C:7]#[N:8])[C:5]=2[C:12]#[N:13])[C:29]2[C:24](=[CH:25][CH:26]=[CH:27][CH:28]=2)[CH2:23][CH2:22][NH:21]1, predict the reactants needed to synthesize it. The reactants are: [N+]([C:4]1[CH:11]=[CH:10][CH:9]=[C:6]([C:7]#[N:8])[C:5]=1[C:12]#[N:13])([O-])=O.C(=O)([O-])[O-].[K+].[K+].[CH2:20]1[C:29]2[C:24](=[CH:25][CH:26]=[CH:27][CH:28]=2)[CH2:23][CH2:22][NH:21]1.